From a dataset of Reaction yield outcomes from USPTO patents with 853,638 reactions. Predict the reaction yield, written as a fraction of the theoretical maximum amount of product (1.0 means a 100% yield; for example, 0.34 means a 34% yield). The reactants are F[C:2]1[C:7]([F:8])=[CH:6][CH:5]=[C:4]([F:9])[N:3]=1.[F:10][C:11]1[CH:12]=[C:13]([CH:16]=[CH:17][CH:18]=1)[CH2:14][NH2:15].C(N(CC)CC)C. The catalyst is CN1C(=O)CCC1. The product is [F:8][C:7]1[C:2]([NH:15][CH2:14][C:13]2[CH:16]=[CH:17][CH:18]=[C:11]([F:10])[CH:12]=2)=[N:3][C:4]([F:9])=[CH:5][CH:6]=1. The yield is 0.980.